Task: Regression. Given two drug SMILES strings and cell line genomic features, predict the synergy score measuring deviation from expected non-interaction effect.. Dataset: NCI-60 drug combinations with 297,098 pairs across 59 cell lines (1) Drug 1: CC1=C2C(C(=O)C3(C(CC4C(C3C(C(C2(C)C)(CC1OC(=O)C(C(C5=CC=CC=C5)NC(=O)OC(C)(C)C)O)O)OC(=O)C6=CC=CC=C6)(CO4)OC(=O)C)OC)C)OC. Drug 2: CC1=C(N=C(N=C1N)C(CC(=O)N)NCC(C(=O)N)N)C(=O)NC(C(C2=CN=CN2)OC3C(C(C(C(O3)CO)O)O)OC4C(C(C(C(O4)CO)O)OC(=O)N)O)C(=O)NC(C)C(C(C)C(=O)NC(C(C)O)C(=O)NCCC5=NC(=CS5)C6=NC(=CS6)C(=O)NCCC[S+](C)C)O. Cell line: 786-0. Synergy scores: CSS=61.1, Synergy_ZIP=8.60, Synergy_Bliss=8.19, Synergy_Loewe=5.97, Synergy_HSA=10.8. (2) Drug 1: C1CC(C1)(C(=O)O)C(=O)O.[NH2-].[NH2-].[Pt+2]. Drug 2: N.N.Cl[Pt+2]Cl. Cell line: IGROV1. Synergy scores: CSS=71.7, Synergy_ZIP=-0.530, Synergy_Bliss=0.814, Synergy_Loewe=0.355, Synergy_HSA=4.11.